The task is: Predict which catalyst facilitates the given reaction.. This data is from Catalyst prediction with 721,799 reactions and 888 catalyst types from USPTO. (1) Reactant: [Cl:1][C:2]1[C:3]([O:12][CH:13]([CH3:15])[CH3:14])=[CH:4][CH:5]=[C:6]2[C:10]=1[C:9](=[O:11])[NH:8][CH2:7]2.C([O:23][C:24]1[C:29]([CH2:30]Cl)=[C:28]([CH3:32])[CH:27]=[C:26]([CH3:33])[N:25]=1)C1C=CC=CC=1.C(=O)([O-])[O-].[Cs+].[Cs+].[I-].[K+]. Product: [Cl:1][C:2]1[C:3]([O:12][CH:13]([CH3:15])[CH3:14])=[CH:4][CH:5]=[C:6]2[C:10]=1[C:9](=[O:11])[N:8]([CH2:30][C:29]1[C:24](=[O:23])[NH:25][C:26]([CH3:33])=[CH:27][C:28]=1[CH3:32])[CH2:7]2. The catalyst class is: 3. (2) Reactant: [N+:1]([C:4]1[CH:9]=[CH:8][CH:7]=[CH:6][CH:5]=1)([O-])=O.[NH2:10]N.[CH2:12]([OH:14])[CH3:13]. Product: [NH2:1][C:4]1[CH:9]=[CH:8][C:7]([CH2:13][C:12]([NH2:10])=[O:14])=[CH:6][CH:5]=1. The catalyst class is: 181. (3) Reactant: C([O:8][C:9]1[CH:10]=[C:11]([NH:19][C:20]([NH:22][C:23]2[CH:28]=[CH:27][C:26]([O:29][C:30]3[C:31]4[N:38]([CH3:39])[CH:37]=[CH:36][C:32]=4[N:33]=[CH:34][N:35]=3)=[CH:25][C:24]=2[Cl:40])=[O:21])[CH:12]=[C:13]([C:15]([F:18])([F:17])[F:16])[CH:14]=1)C1C=CC=CC=1.C1CC=CCC=1. Product: [Cl:40][C:24]1[CH:25]=[C:26]([O:29][C:30]2[C:31]3[N:38]([CH3:39])[CH:37]=[CH:36][C:32]=3[N:33]=[CH:34][N:35]=2)[CH:27]=[CH:28][C:23]=1[NH:22][C:20]([NH:19][C:11]1[CH:12]=[C:13]([C:15]([F:16])([F:18])[F:17])[CH:14]=[C:9]([OH:8])[CH:10]=1)=[O:21]. The catalyst class is: 349.